Predict the reactants needed to synthesize the given product. From a dataset of Full USPTO retrosynthesis dataset with 1.9M reactions from patents (1976-2016). Given the product [CH3:35][O:34][C:28]1[CH:27]=[C:26]([CH2:25][CH2:24][NH:23][C:21](=[O:22])[CH2:20][C:16]2[CH:17]=[CH:18][CH:19]=[C:14]([CH2:13][C@H:12]([NH:11][CH2:10][C@H:9]([OH:8])[C:37]3[CH:42]=[CH:41][C:40]([OH:43])=[C:39]([CH2:44][OH:45])[CH:38]=3)[CH3:36])[CH:15]=2)[CH:31]=[CH:30][C:29]=1[O:32][CH3:33], predict the reactants needed to synthesize it. The reactants are: [Si]([O:8][C@H:9]([C:37]1[CH:42]=[CH:41][C:40]([OH:43])=[C:39]([CH2:44][OH:45])[CH:38]=1)[CH2:10][NH:11][C@H:12]([CH3:36])[CH2:13][C:14]1[CH:15]=[C:16]([CH2:20][C:21]([NH:23][CH2:24][CH2:25][C:26]2[CH:31]=[CH:30][C:29]([O:32][CH3:33])=[C:28]([O:34][CH3:35])[CH:27]=2)=[O:22])[CH:17]=[CH:18][CH:19]=1)(C(C)(C)C)(C)C.